Dataset: Experimentally validated miRNA-target interactions with 360,000+ pairs, plus equal number of negative samples. Task: Binary Classification. Given a miRNA mature sequence and a target amino acid sequence, predict their likelihood of interaction. Result: 0 (no interaction). The miRNA is hsa-miR-370-3p with sequence GCCUGCUGGGGUGGAACCUGGU. The protein sequence of the target gene is MARRSRHRLLLLLLRYLVVALGYHKAYGFSAPKDQQVVTAVEYQEAILACKTPKKTVSSRLEWKKLGRSVSFVYYQQTLQGDFKNRAEMIDFNIRIKNVTRSDAGKYRCEVSAPSEQGQNLEEDTVTLEVLVAPAVPSCEVPSSALSGTVVELRCQDKEGNPAPEYTWFKDGIRLLENPRLGSQSTNSSYTMNTKTGTLQFNTVSKLDTGEYSCEARNSVGYRRCPGKRMQVDDLNISGIIAAVVVVALVISVCGLGVCYAQRKGYFSKETSFQKSNSSSKATTMSENDFKHTKSFII.